Dataset: Choline transporter screen with 302,306 compounds. Task: Binary Classification. Given a drug SMILES string, predict its activity (active/inactive) in a high-throughput screening assay against a specified biological target. (1) The molecule is O=c1n(ncc2c1n(c1c2cccc1)CCC)CC(=O)NCCN(CC)CC. The result is 1 (active). (2) The compound is s1c(NC(=O)C(=O)NC(c2ccccc2)C)ncc1. The result is 0 (inactive). (3) The molecule is o1n(O)c2c3nc(nc3c3no[n+]([O-])c3c2n1)CC. The result is 1 (active). (4) The compound is o1c2c(cc3c(c(CCC(=O)NCCCCCC(O)=O)c(oc3c2C)=O)C)c(c1C)C. The result is 0 (inactive). (5) The molecule is S(=O)(=O)(N(c1c(OCC)cccc1)CC(=O)Nc1cccnc1)c1ccc(cc1)C. The result is 0 (inactive). (6) The molecule is Clc1ccc(C(=O)COC(=O)CCN2C(=O)C3C4CC(C3C2=O)CC4)cc1. The result is 0 (inactive).